Task: Predict which catalyst facilitates the given reaction.. Dataset: Catalyst prediction with 721,799 reactions and 888 catalyst types from USPTO (1) Reactant: [N:1]([CH2:4][CH2:5][CH:6]([OH:14])[C:7]([F:13])([F:12])[C:8]([F:11])([F:10])[F:9])=[N+:2]=[N-:3].Cl[C:16]1[N:23]=[C:22]([C:24]([F:27])([F:26])[F:25])[CH:21]=[CH:20][C:17]=1[C:18]#[N:19].C(=O)([O-])[O-].[Cs+].[Cs+].O. Product: [N:1]([CH2:4][CH2:5][CH:6]([O:14][C:16]1[N:23]=[C:22]([C:24]([F:27])([F:25])[F:26])[CH:21]=[CH:20][C:17]=1[C:18]#[N:19])[C:7]([F:12])([F:13])[C:8]([F:10])([F:11])[F:9])=[N+:2]=[N-:3]. The catalyst class is: 9. (2) Reactant: [C:1]1([S:7]([N:10]2[C:14]3=[N:15][CH:16]=[C:17]([C:19]4[C:23]([C:24]5[CH:29]=[CH:28][N:27]=[C:26]([S:30][CH3:31])[N:25]=5)=[CH:22][N:21](C5CCCCO5)[N:20]=4)[CH:18]=[C:13]3[CH:12]=[CH:11]2)(=[O:9])=[O:8])[CH:6]=[CH:5][CH:4]=[CH:3][CH:2]=1.Cl.P([O-])([O-])([O-])=O. Product: [CH3:31][S:30][C:26]1[N:25]=[C:24]([C:23]2[C:19]([C:17]3[CH:18]=[C:13]4[CH:12]=[CH:11][N:10]([S:7]([C:1]5[CH:2]=[CH:3][CH:4]=[CH:5][CH:6]=5)(=[O:8])=[O:9])[C:14]4=[N:15][CH:16]=3)=[N:20][NH:21][CH:22]=2)[CH:29]=[CH:28][N:27]=1. The catalyst class is: 71. (3) Reactant: [OH:1][C:2]1[CH:3]=[CH:4][C:5]2[C:9]([CH2:10][CH2:11][C:12]([O:14][CH2:15][CH3:16])=[O:13])=[CH:8][S:7][C:6]=2[CH:17]=1.[H-].[Na+].CS(O[CH2:25][CH2:26][C:27]1[CH:32]=[CH:31][CH:30]=[C:29]([NH:33][CH3:34])[N:28]=1)(=O)=O. Product: [CH3:34][NH:33][C:29]1[N:28]=[C:27]([CH2:26][CH2:25][O:1][C:2]2[CH:3]=[CH:4][C:5]3[C:9]([CH2:10][CH2:11][C:12]([O:14][CH2:15][CH3:16])=[O:13])=[CH:8][S:7][C:6]=3[CH:17]=2)[CH:32]=[CH:31][CH:30]=1. The catalyst class is: 3.